The task is: Predict the product of the given reaction.. This data is from Forward reaction prediction with 1.9M reactions from USPTO patents (1976-2016). Given the reactants [C:1]([C:3]1[C:8]([NH2:9])=[CH:7][CH:6]=[C:5]([CH3:10])[N:4]=1)#[CH:2].[F:11][C:12]1[CH:13]=[N:14][CH:15]=[C:16](I)[CH:17]=1, predict the reaction product. The product is: [F:11][C:12]1[CH:17]=[C:16]([C:2]#[C:1][C:3]2[C:8]([NH2:9])=[CH:7][CH:6]=[C:5]([CH3:10])[N:4]=2)[CH:15]=[N:14][CH:13]=1.